Dataset: NCI-60 drug combinations with 297,098 pairs across 59 cell lines. Task: Regression. Given two drug SMILES strings and cell line genomic features, predict the synergy score measuring deviation from expected non-interaction effect. Drug 1: C1CCC(C1)C(CC#N)N2C=C(C=N2)C3=C4C=CNC4=NC=N3. Drug 2: C1=CN(C=N1)CC(O)(P(=O)(O)O)P(=O)(O)O. Cell line: RXF 393. Synergy scores: CSS=17.1, Synergy_ZIP=4.81, Synergy_Bliss=7.50, Synergy_Loewe=7.34, Synergy_HSA=8.51.